The task is: Predict the reactants needed to synthesize the given product.. This data is from Full USPTO retrosynthesis dataset with 1.9M reactions from patents (1976-2016). (1) Given the product [CH3:1][N:2]([CH2:3][C:4]1[CH:9]=[C:8]([N+:10]([O-:12])=[O:11])[CH:7]=[CH:6][C:5]=1[N:13]1[CH2:18][CH2:17][O:16][CH2:15][CH2:14]1)[C:31](=[O:32])[O:30][C:27]([CH3:29])([CH3:28])[CH3:26], predict the reactants needed to synthesize it. The reactants are: [CH3:1][NH:2][CH2:3][C:4]1[CH:9]=[C:8]([N+:10]([O-:12])=[O:11])[CH:7]=[CH:6][C:5]=1[N:13]1[CH2:18][CH2:17][O:16][CH2:15][CH2:14]1.C(N(CC)CC)C.[CH3:26][C:27]([O:30][C:31](O[C:31]([O:30][C:27]([CH3:29])([CH3:28])[CH3:26])=[O:32])=[O:32])([CH3:29])[CH3:28].O. (2) Given the product [C:1]1([S:7]([N:10]2[C:14]3=[N:15][CH:16]=[C:17]([C:19]4[CH:24]=[CH:23][C:22]([N:25]([CH3:27])[CH3:26])=[CH:21][CH:20]=4)[CH:18]=[C:13]3[C:12]([B:39]3[O:40][C:41]([CH3:43])([CH3:42])[C:37]([CH3:44])([CH3:36])[O:38]3)=[CH:11]2)(=[O:9])=[O:8])[CH:6]=[CH:5][CH:4]=[CH:3][CH:2]=1, predict the reactants needed to synthesize it. The reactants are: [C:1]1([S:7]([N:10]2[C:14]3=[N:15][CH:16]=[C:17]([C:19]4[CH:24]=[CH:23][C:22]([N:25]([CH3:27])[CH3:26])=[CH:21][CH:20]=4)[CH:18]=[C:13]3[C:12](I)=[CH:11]2)(=[O:9])=[O:8])[CH:6]=[CH:5][CH:4]=[CH:3][CH:2]=1.C(N(CC)CC)C.[CH3:36][C:37]1([CH3:44])[C:41]([CH3:43])([CH3:42])[O:40][BH:39][O:38]1. (3) Given the product [C:19]([O:18][C:16]([N:12]1[CH2:13][CH2:14][O:15][CH:10]([CH2:9][O:8][CH2:7][C:1]2[CH:6]=[CH:5][CH:4]=[CH:3][CH:2]=2)[CH2:11]1)=[O:17])([CH3:22])([CH3:21])[CH3:20], predict the reactants needed to synthesize it. The reactants are: [C:1]1([CH2:7][O:8][CH2:9][CH:10]2[O:15][CH2:14][CH2:13][NH:12][CH2:11]2)[CH:6]=[CH:5][CH:4]=[CH:3][CH:2]=1.[C:16](O[C:16]([O:18][C:19]([CH3:22])([CH3:21])[CH3:20])=[O:17])([O:18][C:19]([CH3:22])([CH3:21])[CH3:20])=[O:17]. (4) Given the product [C:1]([C:5]1[N:10]=[CH:9][C:8]([C:11]2[N:12]([C:32]([N:34]3[CH2:39][CH2:38][N:37]([CH2:40][C:41]([N:52]([CH2:53][CH2:54][O:55][CH2:56][CH3:57])[CH2:51][CH2:50][O:49][CH2:47][CH3:48])=[O:42])[CH2:36][CH2:35]3)=[O:33])[C@@:13]([C:25]3[CH:26]=[CH:27][C:28]([Cl:31])=[CH:29][CH:30]=3)([CH3:24])[C@@:14]([C:17]3[CH:18]=[CH:19][C:20]([Cl:23])=[CH:21][CH:22]=3)([CH3:16])[N:15]=2)=[C:7]([O:44][CH2:45][CH3:46])[CH:6]=1)([CH3:2])([CH3:4])[CH3:3], predict the reactants needed to synthesize it. The reactants are: [C:1]([C:5]1[N:10]=[CH:9][C:8]([C:11]2[N:12]([C:32]([N:34]3[CH2:39][CH2:38][N:37]([CH2:40][C:41](O)=[O:42])[CH2:36][CH2:35]3)=[O:33])[C@@:13]([C:25]3[CH:30]=[CH:29][C:28]([Cl:31])=[CH:27][CH:26]=3)([CH3:24])[C@@:14]([C:17]3[CH:22]=[CH:21][C:20]([Cl:23])=[CH:19][CH:18]=3)([CH3:16])[N:15]=2)=[C:7]([O:44][CH2:45][CH3:46])[CH:6]=1)([CH3:4])([CH3:3])[CH3:2].[CH2:47]([O:49][CH2:50][CH2:51][NH:52][CH2:53][CH2:54][O:55][CH2:56][CH3:57])[CH3:48]. (5) The reactants are: Cl[C:2]1[CH:3]=[C:4]([C:9]2[N:13]3[CH:14]=[CH:15][C:16]([C:19]([OH:22])([CH3:21])[CH3:20])=[C:17]([F:18])[C:12]3=[N:11][CH:10]=2)[CH:5]=[CH:6][C:7]=1[F:8].[F:23][C:24]([F:36])([F:35])[O:25][C:26]1[CH:27]=[C:28](B(O)O)[CH:29]=[CH:30][CH:31]=1. Given the product [F:18][C:17]1[C:12]2[N:13]([C:9]([C:4]3[CH:5]=[CH:6][C:7]([F:8])=[C:2]([C:28]4[CH:29]=[CH:30][CH:31]=[C:26]([O:25][C:24]([F:23])([F:35])[F:36])[CH:27]=4)[CH:3]=3)=[CH:10][N:11]=2)[CH:14]=[CH:15][C:16]=1[C:19]([OH:22])([CH3:21])[CH3:20], predict the reactants needed to synthesize it. (6) Given the product [Cl:15][C:2]1[O:3][C:4]2[C:5](=[C:7]([C:11]#[N:12])[CH:8]=[CH:9][CH:10]=2)[N:6]=1, predict the reactants needed to synthesize it. The reactants are: S[C:2]1[O:3][C:4]2[C:5](=[C:7]([C:11]#[N:12])[CH:8]=[CH:9][CH:10]=2)[N:6]=1.S(Cl)([Cl:15])=O. (7) Given the product [NH2:1][C:4]1[CH:13]=[C:12]2[C:7]([CH:8]([CH3:14])[CH2:9][CH2:10][NH:11]2)=[CH:6][CH:5]=1, predict the reactants needed to synthesize it. The reactants are: [N+:1]([C:4]1[CH:13]=[C:12]2[C:7]([CH:8]([CH3:14])[CH2:9][CH2:10][NH:11]2)=[CH:6][CH:5]=1)([O-])=O.